This data is from Forward reaction prediction with 1.9M reactions from USPTO patents (1976-2016). The task is: Predict the product of the given reaction. (1) Given the reactants [C:1]([O:5][C:6](=[O:39])[CH2:7][O:8][C:9]1[C:14]2[CH2:15][CH2:16][CH2:17][CH2:18][CH:19]([NH:20][S:21]([C:24]3[CH:29]=[CH:28][C:27]([C:30]4[CH:35]=[CH:34][CH:33]=[C:32]([CH:36]([CH3:38])[CH3:37])[CH:31]=4)=[CH:26][N:25]=3)(=[O:23])=[O:22])[C:13]=2[CH:12]=[CH:11][CH:10]=1)([CH3:4])([CH3:3])[CH3:2].CI.[C:42]([O-])([O-])=O.[K+].[K+], predict the reaction product. The product is: [C:1]([O:5][C:6](=[O:39])[CH2:7][O:8][C:9]1[C:14]2[CH2:15][CH2:16][CH2:17][CH2:18][CH:19]([N:20]([S:21]([C:24]3[CH:29]=[CH:28][C:27]([C:30]4[CH:35]=[CH:34][CH:33]=[C:32]([CH:36]([CH3:37])[CH3:38])[CH:31]=4)=[CH:26][N:25]=3)(=[O:23])=[O:22])[CH3:42])[C:13]=2[CH:12]=[CH:11][CH:10]=1)([CH3:4])([CH3:3])[CH3:2]. (2) Given the reactants C(Cl)CCl.C1C=CC2N(O)N=NC=2C=1.[CH3:15][N:16]1[C:20]2[CH:21]=[CH:22][C:23]([N:25]3[CH:30]=[C:29]([C:31]([OH:33])=O)[C:28](=[O:34])[N:27]([CH2:35][C:36]4[CH:41]=[CH:40][CH:39]=[C:38]([C:42]([F:45])([F:44])[F:43])[C:37]=4[CH3:46])[C:26]3=[O:47])=[CH:24][C:19]=2[N:18]=[CH:17]1.[NH2:48][C@H:49]([C:51]([O:53][CH3:54])=[O:52])[CH3:50].C(N(CC)C(C)C)(C)C, predict the reaction product. The product is: [CH3:15][N:16]1[C:20]2[CH:21]=[CH:22][C:23]([N:25]3[CH:30]=[C:29]([C:31]([NH:48][C@H:49]([C:51]([O:53][CH3:54])=[O:52])[CH3:50])=[O:33])[C:28](=[O:34])[N:27]([CH2:35][C:36]4[CH:41]=[CH:40][CH:39]=[C:38]([C:42]([F:45])([F:44])[F:43])[C:37]=4[CH3:46])[C:26]3=[O:47])=[CH:24][C:19]=2[N:18]=[CH:17]1. (3) Given the reactants Br[C:2]1[S:6][C:5]([CH2:7][N:8]([CH3:16])[C:9](=[O:15])[O:10][C:11]([CH3:14])([CH3:13])[CH3:12])=[N:4][C:3]=1[C:17]1[C:18]([F:23])=[N:19][CH:20]=[CH:21][CH:22]=1.[CH3:24][O:25][C:26]1[CH:27]=[C:28]([SH:34])[CH:29]=[CH:30][C:31]=1[O:32][CH3:33].C(N(C(C)C)C(C)C)C.O, predict the reaction product. The product is: [CH3:24][O:25][C:26]1[CH:27]=[C:28]([S:34][C:2]2[S:6][C:5]([CH2:7][N:8]([CH3:16])[C:9](=[O:15])[O:10][C:11]([CH3:14])([CH3:13])[CH3:12])=[N:4][C:3]=2[C:17]2[C:18]([F:23])=[N:19][CH:20]=[CH:21][CH:22]=2)[CH:29]=[CH:30][C:31]=1[O:32][CH3:33]. (4) Given the reactants [C:1]([C:5]1[CH:9]=[C:8]([NH2:10])[NH:7][N:6]=1)([CH3:4])([CH3:3])[CH3:2].Br[C:12]1[CH:13]=[N:14][CH:15]=[C:16]([OH:18])[CH:17]=1.C([O-])([O-])=O.[K+].[K+].CN[C@@H]1CCCC[C@H]1NC, predict the reaction product. The product is: [NH2:10][C:8]1[N:7]([C:12]2[CH:17]=[C:16]([OH:18])[CH:15]=[N:14][CH:13]=2)[N:6]=[C:5]([C:1]([CH3:4])([CH3:3])[CH3:2])[CH:9]=1. (5) Given the reactants C1(P(C2C=CC=CC=2)C2C=CC=CC=2)C=CC=CC=1.[C:20]1(=[O:30])[NH:24][C:23](=[O:25])[C:22]2=[CH:26][CH:27]=[CH:28][CH:29]=[C:21]12.O[C@@H:32]1[C@@H:37]([NH:38][C:39](=[O:48])[O:40][CH2:41][C:42]2[CH:47]=[CH:46][CH:45]=[CH:44][CH:43]=2)[CH2:36][C@H:35]2[C@@H:33]1[CH2:34]2.N(C(OC(C)C)=O)=NC(OC(C)C)=O, predict the reaction product. The product is: [O:25]=[C:23]1[C:22]2[C:21](=[CH:29][CH:28]=[CH:27][CH:26]=2)[C:20](=[O:30])[N:24]1[C@H:36]1[C@@H:37]([NH:38][C:39](=[O:48])[O:40][CH2:41][C:42]2[CH:47]=[CH:46][CH:45]=[CH:44][CH:43]=2)[CH2:32][C@H:33]2[C@@H:35]1[CH2:34]2. (6) Given the reactants [Br-].[CH2:2]([P+](C1C=CC=CC=1)(C1C=CC=CC=1)C1C=CC=CC=1)[CH:3]([CH3:5])[CH3:4].C([Li])CCC.CCCCCC.[CH3:36][C:37]1[CH:51]=[C:50]([N+:52]([O-:54])=[O:53])[CH:49]=[CH:48][C:38]=1[O:39][C:40]1[CH:41]=[C:42]([CH:45]=[CH:46][CH:47]=1)[CH:43]=O.[Cl-].[NH4+], predict the reaction product. The product is: [CH3:36][C:37]1[CH:51]=[C:50]([N+:52]([O-:54])=[O:53])[CH:49]=[CH:48][C:38]=1[O:39][C:40]1[CH:47]=[CH:46][CH:45]=[C:42]([CH:43]=[CH:2][CH:3]([CH3:5])[CH3:4])[CH:41]=1.